Dataset: Full USPTO retrosynthesis dataset with 1.9M reactions from patents (1976-2016). Task: Predict the reactants needed to synthesize the given product. (1) Given the product [F:20][CH:2]([F:1])[C:3]([C:5]1[CH:6]=[CH:7][C:8]([C:22]2[CH:27]=[CH:26][C:25]([F:28])=[CH:24][N:23]=2)=[CH:9][CH:10]=1)=[O:4], predict the reactants needed to synthesize it. The reactants are: [F:1][CH:2]([F:20])[C:3]([C:5]1[CH:10]=[CH:9][C:8](B2OC(C)(C)C(C)(C)O2)=[CH:7][CH:6]=1)=[O:4].Br[C:22]1[CH:27]=[CH:26][C:25]([F:28])=[CH:24][N:23]=1.C(=O)([O-])[O-].[Na+].[Na+]. (2) Given the product [Cl:20][C:13]1[CH:14]=[C:15]2[C:10](=[CH:11][CH:12]=1)[NH:9][CH:8]([C:4]1[CH:3]=[C:2]([NH:21][C:22]3([C:25]([OH:27])=[O:26])[CH2:24][CH2:23]3)[CH:7]=[CH:6][CH:5]=1)[CH2:17][C:16]2([CH3:19])[CH3:18], predict the reactants needed to synthesize it. The reactants are: Br[C:2]1[CH:3]=[C:4]([CH:8]2[CH2:17][C:16]([CH3:19])([CH3:18])[C:15]3[C:10](=[CH:11][CH:12]=[C:13]([Cl:20])[CH:14]=3)[NH:9]2)[CH:5]=[CH:6][CH:7]=1.[NH2:21][C:22]1([C:25]([OH:27])=[O:26])[CH2:24][CH2:23]1.C(=O)([O-])[O-].[K+].[K+]. (3) Given the product [Cl:1][C:2]1[CH:3]=[C:4]([CH:12]=[CH:13][CH:14]=1)[CH2:5][N:6]([C:16]1[C:17]([C:28]([F:30])([F:31])[F:29])=[CH:18][C:19]([N+:25]([O-:27])=[O:26])=[CH:20][C:21]=1[N+:22]([O-:24])=[O:23])[C:7](=[O:11])[O:8][CH2:9][CH3:10], predict the reactants needed to synthesize it. The reactants are: [Cl:1][C:2]1[CH:3]=[C:4]([CH:12]=[CH:13][CH:14]=1)[CH2:5][NH:6][C:7](=[O:11])[O:8][CH2:9][CH3:10].Cl[C:16]1[C:21]([N+:22]([O-:24])=[O:23])=[CH:20][C:19]([N+:25]([O-:27])=[O:26])=[CH:18][C:17]=1[C:28]([F:31])([F:30])[F:29].[H-].[Na+].Cl. (4) Given the product [CH3:1][C:2]1[CH:7]=[CH:6][C:5]([S:8]([CH2:9][C:10]([CH3:19])([C:15]([F:18])([F:16])[F:17])[C:11]([F:12])([F:13])[F:14])=[O:20])=[CH:4][CH:3]=1, predict the reactants needed to synthesize it. The reactants are: [CH3:1][C:2]1[CH:7]=[CH:6][C:5]([S:8][CH2:9][C:10]([CH3:19])([C:15]([F:18])([F:17])[F:16])[C:11]([F:14])([F:13])[F:12])=[CH:4][CH:3]=1.[OH:20]O.O.